Predict the product of the given reaction. From a dataset of Forward reaction prediction with 1.9M reactions from USPTO patents (1976-2016). Given the reactants [CH:1]1([CH2:6][C:7]([C:9]2[C:13]3[CH:14]=[CH:15][CH:16]=[CH:17][C:12]=3[O:11][C:10]=2[C:18]2[CH:19]=[C:20]3[C:25](=[CH:26][CH:27]=2)[CH:24]=[C:23]([O:28][CH2:29][C:30]([O:32]CC)=[O:31])[CH:22]=[CH:21]3)=[O:8])[CH2:5][CH2:4][CH2:3][CH2:2]1.[OH-].[K+], predict the reaction product. The product is: [CH:1]1([CH2:6][C:7]([C:9]2[C:13]3[CH:14]=[CH:15][CH:16]=[CH:17][C:12]=3[O:11][C:10]=2[C:18]2[CH:19]=[C:20]3[C:25](=[CH:26][CH:27]=2)[CH:24]=[C:23]([O:28][CH2:29][C:30]([OH:32])=[O:31])[CH:22]=[CH:21]3)=[O:8])[CH2:5][CH2:4][CH2:3][CH2:2]1.